Dataset: Peptide-MHC class II binding affinity with 134,281 pairs from IEDB. Task: Regression. Given a peptide amino acid sequence and an MHC pseudo amino acid sequence, predict their binding affinity value. This is MHC class II binding data. The peptide sequence is LQSLGAEIAVEQAAL. The MHC is HLA-DQA10301-DQB10302 with pseudo-sequence HLA-DQA10301-DQB10302. The binding affinity (normalized) is 0.558.